Predict which catalyst facilitates the given reaction. From a dataset of Catalyst prediction with 721,799 reactions and 888 catalyst types from USPTO. (1) Reactant: [CH3:1][C:2]1[N:6]2[C:7]3[CH:13]=[C:12]([C:14]4[CH:18]=[CH:17][NH:16][N:15]=4)[N:11]([CH2:19][C:20]4[CH:21]=[C:22]([CH:26]=[CH:27][CH:28]=4)[C:23](O)=[O:24])[C:8]=3[CH:9]=[CH:10][C:5]2=[N:4][N:3]=1.B. Product: [CH3:1][C:2]1[N:6]2[C:7]3[CH:13]=[C:12]([C:14]4[CH:18]=[CH:17][NH:16][N:15]=4)[N:11]([CH2:19][C:20]4[CH:21]=[C:22]([CH2:23][OH:24])[CH:26]=[CH:27][CH:28]=4)[C:8]=3[CH:9]=[CH:10][C:5]2=[N:4][N:3]=1. The catalyst class is: 1. (2) Reactant: [NH2:1][C:2]1[CH:7]=[CH:6][C:5]([CH:8]([C:15]#[C:16][CH3:17])[CH2:9][C:10]([O:12][CH2:13][CH3:14])=[O:11])=[CH:4][CH:3]=1.C(N1CCOCC1)C.C1C=C2N=NN(O)C2=CC=1.O.CCN=C=NCCCN(C)C.[CH:48]([C:51]1[CH:52]=[C:53]([CH:60]=[CH:61][CH:62]=1)[O:54][CH:55]([CH3:59])[C:56](O)=[O:57])([CH3:50])[CH3:49]. Product: [CH:48]([C:51]1[CH:52]=[C:53]([CH:60]=[CH:61][CH:62]=1)[O:54][CH:55]([CH3:59])[C:56]([NH:1][C:2]1[CH:3]=[CH:4][C:5]([CH:8]([C:15]#[C:16][CH3:17])[CH2:9][C:10]([O:12][CH2:13][CH3:14])=[O:11])=[CH:6][CH:7]=1)=[O:57])([CH3:49])[CH3:50]. The catalyst class is: 18.